Dataset: Reaction yield outcomes from USPTO patents with 853,638 reactions. Task: Predict the reaction yield, written as a fraction of the theoretical maximum amount of product (1.0 means a 100% yield; for example, 0.34 means a 34% yield). (1) The reactants are [Cl:1][C:2]1[N:7]=[C:6]([C:8]([O:10][CH3:11])=[O:9])[CH:5]=[C:4](Cl)[N:3]=1.[NH:13]1[CH2:17][CH2:16][CH2:15][C@H:14]1[C:18]([NH2:20])=[O:19].CCN(C(C)C)C(C)C. The catalyst is C(#N)C. The product is [C:18]([C@@H:14]1[CH2:15][CH2:16][CH2:17][N:13]1[C:4]1[N:3]=[C:2]([Cl:1])[N:7]=[C:6]([C:8]([O:10][CH3:11])=[O:9])[CH:5]=1)(=[O:19])[NH2:20]. The yield is 0.240. (2) The reactants are [CH3:1][S:2]([C:5]1[CH:6]=[C:7]([C:11]2[S:15][C:14]([C:16]3[CH:20]=[CH:19][N:18]([CH3:21])[N:17]=3)=[CH:13][CH:12]=2)[CH:8]=[CH:9][CH:10]=1)(=[O:4])=[O:3].[Br:22]N1C(=O)CCC1=O. The catalyst is C(Cl)Cl. The product is [Br:22][C:20]1[C:16]([C:14]2[S:15][C:11]([C:7]3[CH:8]=[CH:9][CH:10]=[C:5]([S:2]([CH3:1])(=[O:4])=[O:3])[CH:6]=3)=[CH:12][CH:13]=2)=[N:17][N:18]([CH3:21])[CH:19]=1. The yield is 0.790. (3) The reactants are [CH3:1][O:2][C:3]1[C:8]([CH:9]=[O:10])=[CH:7][CH:6]=[CH:5][N:4]=1.[OH-].[K+].[N+:13]([CH2:15][C:16]([N:18]1[CH2:22][CH2:21][CH2:20][CH2:19]1)=[O:17])#[C-:14]. The catalyst is CO. The product is [CH3:1][O:2][C:3]1[C:8]([C@@H:9]2[O:10][CH:14]=[N:13][C@H:15]2[C:16]([N:18]2[CH2:22][CH2:21][CH2:20][CH2:19]2)=[O:17])=[CH:7][CH:6]=[CH:5][N:4]=1. The yield is 0.500. (4) The reactants are [Cl:1][C:2]1[CH:10]=[C:6]([C:7]([OH:9])=O)[C:5]([OH:11])=[CH:4][CH:3]=1.[F:12][C:13]([F:26])([F:25])[C:14]1[CH:15]=[C:16]([CH:18]=[C:19]([C:21]([F:24])([F:23])[F:22])[CH:20]=1)[NH2:17].P(Cl)(Cl)Cl.C(=O)([O-])O.[Na+]. The catalyst is C1(C)C=CC=CC=1. The product is [F:12][C:13]([F:25])([F:26])[C:14]1[CH:15]=[C:16]([NH:17][C:7](=[O:9])[C:6]2[CH:10]=[C:2]([Cl:1])[CH:3]=[CH:4][C:5]=2[OH:11])[CH:18]=[C:19]([C:21]([F:22])([F:24])[F:23])[CH:20]=1. The yield is 0.570. (5) The reactants are [CH:1]([O:4][C:5]1[CH:10]=[CH:9][C:8]([NH:11][C:12]([N:14]2[CH2:19][CH2:18][CH:17]([C:20]3[C:29]4[C:24](=[CH:25][CH:26]=[C:27]([C:30]#[C:31][CH2:32][OH:33])[CH:28]=4)[N:23]=[CH:22][N:21]=3)[CH2:16][CH2:15]2)=[O:13])=[CH:7][CH:6]=1)([CH3:3])[CH3:2].CCN(C(C)C)C(C)C.[CH3:43][S:44](Cl)(=[O:46])=[O:45]. The catalyst is C(Cl)Cl. The product is [CH:1]([O:4][C:5]1[CH:10]=[CH:9][C:8]([NH:11][C:12]([N:14]2[CH2:15][CH2:16][CH:17]([C:20]3[C:29]4[C:24](=[CH:25][CH:26]=[C:27]([C:30]#[C:31][CH2:32][O:33][S:44]([CH3:43])(=[O:46])=[O:45])[CH:28]=4)[N:23]=[CH:22][N:21]=3)[CH2:18][CH2:19]2)=[O:13])=[CH:7][CH:6]=1)([CH3:3])[CH3:2]. The yield is 0.930. (6) The reactants are [C:1]([O:5][C:6]([NH:8][CH2:9][CH2:10][CH2:11][CH2:12][CH2:13][S:14]([N:17]([C:19]1[N:28]=[C:27]([C:29]([O:31][CH3:32])=[O:30])[C:26]([OH:33])=[C:25]2[C:20]=1[CH:21]=[CH:22][CH:23]=[N:24]2)[CH3:18])(=[O:16])=[O:15])=[O:7])([CH3:4])([CH3:3])[CH3:2].C([O-])([O-])=O.[Cs+].[Cs+].[CH2:40](Br)[C:41]1[CH:46]=[CH:45][CH:44]=[CH:43][CH:42]=1. The catalyst is CN(C=O)C. The product is [CH2:40]([O:33][C:26]1[C:27]([C:29]([O:31][CH3:32])=[O:30])=[N:28][C:19]([N:17]([CH3:18])[S:14]([CH2:13][CH2:12][CH2:11][CH2:10][CH2:9][NH:8][C:6]([O:5][C:1]([CH3:4])([CH3:3])[CH3:2])=[O:7])(=[O:16])=[O:15])=[C:20]2[C:25]=1[N:24]=[CH:23][CH:22]=[CH:21]2)[C:41]1[CH:46]=[CH:45][CH:44]=[CH:43][CH:42]=1. The yield is 0.750.